Dataset: Full USPTO retrosynthesis dataset with 1.9M reactions from patents (1976-2016). Task: Predict the reactants needed to synthesize the given product. (1) Given the product [CH:22]([NH:1][C:2]1[CH:7]=[CH:6][C:5]([C:8]([CH3:9])([CH3:10])[CH3:11])=[CH:4][C:3]=1[C:12]1[CH:17]=[CH:16][CH:15]=[C:14]([C:18]([CH3:21])([CH3:20])[CH3:19])[CH:13]=1)=[O:23], predict the reactants needed to synthesize it. The reactants are: [NH2:1][C:2]1[CH:7]=[CH:6][C:5]([C:8]([CH3:11])([CH3:10])[CH3:9])=[CH:4][C:3]=1[C:12]1[CH:17]=[CH:16][CH:15]=[C:14]([C:18]([CH3:21])([CH3:20])[CH3:19])[CH:13]=1.[CH:22](O)=[O:23]. (2) The reactants are: [CH3:1][O:2][C:3]1[C:8]([C:9]2[CH:10]=[C:11]([NH:14][C:15]3[CH:20]=[N:19][CH:18]=[C:17]([O:21][C@@H:22]4[CH2:27][CH2:26][CH2:25][NH:24][CH2:23]4)[N:16]=3)[NH:12][N:13]=2)=[CH:7][CH:6]=[C:5]([CH3:28])[N:4]=1.[C:29]([OH:34])(=[O:33])[C:30]([OH:32])=[O:31]. Given the product [C:29]([OH:34])(=[O:33])[C:30]([OH:32])=[O:31].[CH3:1][O:2][C:3]1[C:8]([C:9]2[CH:10]=[C:11]([NH:14][C:15]3[CH:20]=[N:19][CH:18]=[C:17]([O:21][C@@H:22]4[CH2:27][CH2:26][CH2:25][NH:24][CH2:23]4)[N:16]=3)[NH:12][N:13]=2)=[CH:7][CH:6]=[C:5]([CH3:28])[N:4]=1.[CH3:1][O:2][C:3]1[C:8]([C:9]2[CH:10]=[C:11]([NH:14][C:15]3[CH:20]=[N:19][CH:18]=[C:17]([O:21][C@@H:22]4[CH2:27][CH2:26][CH2:25][NH:24][CH2:23]4)[N:16]=3)[NH:12][N:13]=2)=[CH:7][CH:6]=[C:5]([CH3:28])[N:4]=1, predict the reactants needed to synthesize it. (3) Given the product [Cl:1][C:2]([F:45])([F:46])[O:3][C:4]1[C:5]([N:33]2[CH2:38][CH2:37][N:36]([C:39]3[CH:44]=[CH:43][CH:42]=[CH:41][N:40]=3)[CH2:35][CH2:34]2)=[C:6]([F:32])[CH:7]=[C:8]2[C:13]=1[N:12]([C:14]1[CH:19]=[CH:18][C:17]([CH2:20][N:21]3[CH2:22][CH2:23][CH2:24][CH2:25]3)=[CH:16][CH:15]=1)[CH:11]=[C:10]([C:26]([OH:28])=[O:27])[C:9]2=[O:31], predict the reactants needed to synthesize it. The reactants are: [Cl:1][C:2]([F:46])([F:45])[O:3][C:4]1[C:5]([N:33]2[CH2:38][CH2:37][N:36]([C:39]3[CH:44]=[CH:43][CH:42]=[CH:41][N:40]=3)[CH2:35][CH2:34]2)=[C:6]([F:32])[CH:7]=[C:8]2[C:13]=1[N:12]([C:14]1[CH:19]=[CH:18][C:17]([CH2:20][N:21]3[CH2:25][CH2:24][CH2:23][CH2:22]3)=[CH:16][CH:15]=1)[CH:11]=[C:10]([C:26]([O:28]CC)=[O:27])[C:9]2=[O:31]. (4) Given the product [CH3:36][O:37][C:38](=[O:41])/[CH:39]=[CH:40]/[C:9]1[CH:10]=[CH:11][C:6]([C:3]([CH2:4][CH3:5])([C:14]2[CH:19]=[CH:18][C:17]([OH:20])=[C:16]([CH3:28])[CH:15]=2)[CH2:1][CH3:2])=[CH:7][C:8]=1[CH3:13], predict the reactants needed to synthesize it. The reactants are: [CH2:1]([C:3]([C:14]1[CH:19]=[CH:18][C:17]([O:20]S(C(F)(F)F)(=O)=O)=[C:16]([CH3:28])[CH:15]=1)([C:6]1[CH:11]=[CH:10][C:9](O)=[C:8]([CH3:13])[CH:7]=1)[CH2:4][CH3:5])[CH3:2].C(N(CC)CC)C.[CH3:36][O:37][C:38](=[O:41])[CH:39]=[CH2:40]. (5) Given the product [C:1]([C:5]1[CH:10]=[CH:9][CH:8]=[CH:7][C:6]=1[N:11]1[CH2:12][CH2:13][N:14]([C:17](=[O:27])[CH2:18][CH:19]2[CH2:24][C:23](=[O:25])[N:22]([CH2:29][C:30]([O:32][CH3:33])=[O:31])[C:21](=[O:26])[CH2:20]2)[CH2:15][CH2:16]1)([CH3:4])([CH3:2])[CH3:3], predict the reactants needed to synthesize it. The reactants are: [C:1]([C:5]1[CH:10]=[CH:9][CH:8]=[CH:7][C:6]=1[N:11]1[CH2:16][CH2:15][N:14]([C:17](=[O:27])[CH2:18][CH:19]2[CH2:24][C:23](=[O:25])[NH:22][C:21](=[O:26])[CH2:20]2)[CH2:13][CH2:12]1)([CH3:4])([CH3:3])[CH3:2].Br[CH2:29][C:30]([O:32][CH3:33])=[O:31].C(=O)([O-])[O-].[K+].[K+].O. (6) Given the product [F:25][C:21]1[CH:20]=[C:19]2[C:24]([C:16]([CH:15]3[CH2:14][N:13]([S:26]([CH3:29])(=[O:27])=[O:28])[CH:10]4[CH2:11][CH2:12][NH:8][CH:9]34)=[CH:17][NH:18]2)=[CH:23][CH:22]=1, predict the reactants needed to synthesize it. The reactants are: C(OC([N:8]1[CH2:12][CH2:11][CH:10]2[N:13]([S:26]([CH3:29])(=[O:28])=[O:27])[CH2:14][CH:15]([C:16]3[C:24]4[C:19](=[CH:20][C:21]([F:25])=[CH:22][CH:23]=4)[NH:18][CH:17]=3)[CH:9]12)=O)(C)(C)C.C(O)(C(F)(F)F)=O. (7) The reactants are: [F:1][C:2]1[CH:3]=[C:4]([CH:42]=[C:43]([F:45])[CH:44]=1)[CH2:5][C@H:6]([NH:24][C:25]([C:27]1[C:28]2[CH2:29][CH2:30][N:31]([CH2:38][CH2:39][O:40][CH3:41])[C:32](=[O:37])[C:33]=2[CH:34]=[CH:35][CH:36]=1)=[O:26])[C@H:7]([OH:23])[CH2:8][NH:9][C:10]1([C:13]2[CH:18]=[CH:17][CH:16]=[C:15]([C:19]([F:22])([F:21])[F:20])[CH:14]=2)[CH2:12][CH2:11]1.[ClH:46]. Given the product [ClH:46].[F:1][C:2]1[CH:3]=[C:4]([CH:42]=[C:43]([F:45])[CH:44]=1)[CH2:5][C@H:6]([NH:24][C:25]([C:27]1[C:28]2[CH2:29][CH2:30][N:31]([CH2:38][CH2:39][O:40][CH3:41])[C:32](=[O:37])[C:33]=2[CH:34]=[CH:35][CH:36]=1)=[O:26])[C@H:7]([OH:23])[CH2:8][NH:9][C:10]1([C:13]2[CH:18]=[CH:17][CH:16]=[C:15]([C:19]([F:22])([F:21])[F:20])[CH:14]=2)[CH2:11][CH2:12]1, predict the reactants needed to synthesize it. (8) Given the product [Cl:1][C:2]1[CH:13]=[CH:12][C:5](/[CH:6]=[CH:7]/[S:8]([NH:18][C:17]2[CH:19]=[CH:20][CH:21]=[C:15]([Cl:14])[CH:16]=2)(=[O:10])=[O:9])=[CH:4][CH:3]=1, predict the reactants needed to synthesize it. The reactants are: [Cl:1][C:2]1[CH:13]=[CH:12][C:5](/[CH:6]=[CH:7]/[S:8](Cl)(=[O:10])=[O:9])=[CH:4][CH:3]=1.[Cl:14][C:15]1[CH:16]=[C:17]([CH:19]=[CH:20][CH:21]=1)[NH2:18]. (9) The reactants are: [CH:1]([NH:4][C:5]1[CH:6]=[C:7]([C:11]2[CH:12]=[C:13]3[C:17](=[CH:18][CH:19]=2)[N:16]([CH2:20][O:21][CH2:22][CH2:23][Si:24]([CH3:27])([CH3:26])[CH3:25])[N:15]=[C:14]3[CH:28]=O)[CH:8]=[N:9][CH:10]=1)([CH3:3])[CH3:2].[N:30]1[CH:35]=[CH:34][CH:33]=[C:32]([C:36]2[CH:41]=[CH:40][N:39]=[C:38]([NH2:42])[C:37]=2[NH2:43])[CH:31]=1. Given the product [CH:1]([NH:4][C:5]1[CH:10]=[N:9][CH:8]=[C:7]([C:11]2[CH:12]=[C:13]3[C:17](=[CH:18][CH:19]=2)[N:16]([CH2:20][O:21][CH2:22][CH2:23][Si:24]([CH3:25])([CH3:26])[CH3:27])[N:15]=[C:14]3[C:28]2[NH:42][C:38]3=[N:39][CH:40]=[CH:41][C:36]([C:32]4[CH:31]=[N:30][CH:35]=[CH:34][CH:33]=4)=[C:37]3[N:43]=2)[CH:6]=1)([CH3:3])[CH3:2], predict the reactants needed to synthesize it. (10) Given the product [CH:1]1([C:4]([C:14]2[C:22]3[C:17](=[C:18]([CH2:23][S:24]([CH3:25])=[O:53])[CH:19]=[CH:20][CH:21]=3)[NH:16][CH:15]=2)([C:6]2[CH:11]=[CH:10][C:9]([F:12])=[CH:8][C:7]=2[F:13])[CH3:5])[CH2:3][CH2:2]1, predict the reactants needed to synthesize it. The reactants are: [CH:1]1([C:4]([C:14]2[C:22]3[C:17](=[C:18]([CH2:23][S:24][CH3:25])[CH:19]=[CH:20][CH:21]=3)[NH:16][CH:15]=2)([C:6]2[CH:11]=[CH:10][C:9]([F:12])=[CH:8][C:7]=2[F:13])[CH3:5])[CH2:3][CH2:2]1.CC(C(C1C2C(=C(CS(C)=[O:53])C=CC=2)NC=1)C1C=CC(C(F)(F)F)=CC=1)CC#N.